Dataset: Peptide-MHC class I binding affinity with 185,985 pairs from IEDB/IMGT. Task: Regression. Given a peptide amino acid sequence and an MHC pseudo amino acid sequence, predict their binding affinity value. This is MHC class I binding data. (1) The peptide sequence is ILSEKRKDT. The MHC is HLA-A02:01 with pseudo-sequence HLA-A02:01. The binding affinity (normalized) is 0.136. (2) The peptide sequence is SEFDRDAAM. The MHC is HLA-B44:03 with pseudo-sequence HLA-B44:03. The binding affinity (normalized) is 0.420. (3) The peptide sequence is YANCSSISI. The MHC is HLA-B15:01 with pseudo-sequence HLA-B15:01. The binding affinity (normalized) is 0.0647. (4) The binding affinity (normalized) is 0.0847. The MHC is HLA-A25:01 with pseudo-sequence HLA-A25:01. The peptide sequence is MHYKLDEVL.